This data is from Full USPTO retrosynthesis dataset with 1.9M reactions from patents (1976-2016). The task is: Predict the reactants needed to synthesize the given product. (1) The reactants are: COC([N:5]1[C:13]2[C:8](=[C:9]([NH:14][C:15]([NH:17][CH:18]3[C:27]4[C:22](=[CH:23][CH:24]=[C:25]([CH3:28])[CH:26]=4)[O:21][CH2:20][CH2:19]3)=[O:16])[CH:10]=[CH:11][CH:12]=2)[CH:7]=[N:6]1)=O.COC(N1C2C(=C(NC(NC3C4C(=CC(C(C)(C)C)=CC=4)OCC3)=O)C=CC=2)C=N1)=O. Given the product [NH:5]1[C:13]2[C:8](=[C:9]([NH:14][C:15]([NH:17][CH:18]3[C:27]4[C:22](=[CH:23][CH:24]=[C:25]([CH3:28])[CH:26]=4)[O:21][CH2:20][CH2:19]3)=[O:16])[CH:10]=[CH:11][CH:12]=2)[CH:7]=[N:6]1, predict the reactants needed to synthesize it. (2) Given the product [ClH:80].[ClH:80].[O:82]1[CH2:86][CH2:85][N:81]([CH2:56][CH2:52][NH:53][C:58](=[O:63])[C@H:59]([CH:60]([CH3:61])[CH3:62])[CH2:67][C@H:66]([OH:65])[C@@H:73]([NH2:37])[CH2:14][C@@H:15]([CH:31]([CH3:32])[CH3:33])[CH2:16][C:17]2[CH:22]=[CH:21][C:20]([O:23][CH3:24])=[C:19]([O:25][CH2:26][CH2:27][CH2:28][O:29][CH3:30])[CH:18]=2)[CH2:84][CH2:83]1, predict the reactants needed to synthesize it. The reactants are: C([C@@H]1COC(=O)N1[C:14](=O)[C@@H:15]([CH:31]([CH3:33])[CH3:32])[CH2:16][C:17]1[CH:22]=[CH:21][C:20]([O:23][CH3:24])=[C:19]([O:25][CH2:26][CH2:27][CH2:28][O:29][CH3:30])[CH:18]=1)C1C=CC=CC=1.C[Si](C)(C)[N-:37][Si](C)(C)C.[Li+].C([C@@H:52]1[CH2:56]OC(=O)[N:53]1[C:58](=[O:63])[CH2:59][CH:60]([CH3:62])[CH3:61])C1C=CC=CC=1.C[O:65][C:66]1[CH:73]=CC(CBr)=C[C:67]=1OCCCOC.[Cl-:80].[NH4+:81].[O:82]1[CH2:86][CH2:85][CH2:84][CH2:83]1. (3) The reactants are: [NH2:1][C:2]1[C:3]([CH2:21][S:22]([C:25]2[CH:30]=[CH:29][CH:28]=[CH:27][CH:26]=2)(=[O:24])=[O:23])=[N:4][C:5]([N:8]2[CH2:13][CH2:12][N:11]([CH2:14][C:15]3[CH:20]=[CH:19][CH:18]=[CH:17][CH:16]=3)[CH2:10][CH2:9]2)=[CH:6][CH:7]=1.O.[C:32]1(C)C=CC(S(O)(=O)=O)=CC=1.C(OCC)(OCC)OCC.O(C(C)(C)C)[K].[NH4+].[Cl-].C([O-])(O)=O.[Na+]. Given the product [CH2:14]([N:11]1[CH2:10][CH2:9][N:8]([C:5]2[N:4]=[C:3]3[C:21]([S:22]([C:25]4[CH:26]=[CH:27][CH:28]=[CH:29][CH:30]=4)(=[O:24])=[O:23])=[CH:32][NH:1][C:2]3=[CH:7][CH:6]=2)[CH2:13][CH2:12]1)[C:15]1[CH:16]=[CH:17][CH:18]=[CH:19][CH:20]=1, predict the reactants needed to synthesize it. (4) Given the product [CH:41]([C:6]1[CH:5]=[C:4]([O:3][C:2]([F:18])([F:19])[F:1])[CH:9]=[CH:8][C:7]=1[NH:10][C:11](=[O:17])[O:12][C:13]([CH3:14])([CH3:15])[CH3:16])=[O:42], predict the reactants needed to synthesize it. The reactants are: [F:1][C:2]([F:19])([F:18])[O:3][C:4]1[CH:9]=[CH:8][C:7]([NH:10][C:11](=[O:17])[O:12][C:13]([CH3:16])([CH3:15])[CH3:14])=[CH:6][CH:5]=1.CN(CCN(C)C)C.C([Li])(CC)C.C1CCCCC1.C1C[O:42][CH2:41]C1. (5) Given the product [Cl:1][C:2]1[C:11]([C:12]([C:15]#[N:16])([CH3:14])[CH3:13])=[CH:10][CH:9]=[CH:8][C:3]=1[C:4]([OH:6])=[O:5], predict the reactants needed to synthesize it. The reactants are: [Cl:1][C:2]1[C:11]([C:12]([C:15]#[N:16])([CH3:14])[CH3:13])=[CH:10][CH:9]=[CH:8][C:3]=1[C:4]([O:6]C)=[O:5].CO.O.O.[OH-].[Li+]. (6) Given the product [CH3:7][C:2]([C:8]1[CH:9]=[CH:10][CH:11]=[C:12]([Br:14])[CH:13]=1)([CH3:1])[CH2:3][C:4]([OH:6])=[O:5], predict the reactants needed to synthesize it. The reactants are: [CH3:1][C:2]([C:8]1[CH:13]=[CH:12][CH:11]=[CH:10][CH:9]=1)([CH3:7])[CH2:3][C:4]([OH:6])=[O:5].[Br:14]C1C=CC=CC=1.